Dataset: Forward reaction prediction with 1.9M reactions from USPTO patents (1976-2016). Task: Predict the product of the given reaction. (1) Given the reactants C[O:2][C:3](=[O:38])[CH:4]([O:35][CH2:36][CH3:37])[CH2:5][C:6]1[CH:11]=[CH:10][C:9]([C:12]2([CH2:15][N:16]([CH2:28][CH2:29][CH2:30][CH2:31][CH2:32][CH2:33][CH3:34])[C:17]([NH:19][C:20]3[CH:25]=[CH:24][C:23]([F:26])=[CH:22][C:21]=3[F:27])=[O:18])[CH2:14][CH2:13]2)=[CH:8][CH:7]=1.[Li+].[OH-], predict the reaction product. The product is: [F:27][C:21]1[CH:22]=[C:23]([F:26])[CH:24]=[CH:25][C:20]=1[NH:19][C:17](=[O:18])[N:16]([CH2:15][C:12]1([C:9]2[CH:8]=[CH:7][C:6]([CH2:5][CH:4]([O:35][CH2:36][CH3:37])[C:3]([OH:38])=[O:2])=[CH:11][CH:10]=2)[CH2:13][CH2:14]1)[CH2:28][CH2:29][CH2:30][CH2:31][CH2:32][CH2:33][CH3:34]. (2) Given the reactants [C:1]([C:3]1[CH:15]=[C:14]2[C:6]([C:7]3[C:8](=[O:35])[C:9]4[CH:21]=[CH:20][C:19]([O:22][CH2:23][C:24]([NH:26][CH2:27][CH2:28][O:29]C(=O)C(C)=C)=[O:25])=[CH:18][C:10]=4[C:11]([CH3:17])([CH3:16])[C:12]=3[NH:13]2)=[CH:5][CH:4]=1)#[N:2].[OH-].[K+], predict the reaction product. The product is: [C:1]([C:3]1[CH:15]=[C:14]2[C:6]([C:7]3[C:8](=[O:35])[C:9]4[CH:21]=[CH:20][C:19]([O:22][CH2:23][C:24]([NH:26][CH2:27][CH2:28][OH:29])=[O:25])=[CH:18][C:10]=4[C:11]([CH3:17])([CH3:16])[C:12]=3[NH:13]2)=[CH:5][CH:4]=1)#[N:2]. (3) Given the reactants [Cl:1][C:2]1[CH:7]=[CH:6][C:5]([S:8]([N:11]2[CH:16]3[CH2:17][CH2:18][CH2:19][CH:12]2[C:13](=[CH:21]O)[C:14](=O)[CH2:15]3)(=[O:10])=[O:9])=[CH:4][CH:3]=1.S(O)(O)(=O)=O.[NH2:28][C:29]1[C:33](C(N)=O)=[CH:32][NH:31][N:30]=1.NC1[C:42]([C:43]([NH2:45])=[O:44])=CNN=1, predict the reaction product. The product is: [Cl:1][C:2]1[CH:3]=[CH:4][C:5]([S:8]([N:11]2[CH:16]3[CH2:17][CH2:18][CH2:19][CH:12]2[C:13]2[CH:21]=[N:28][C:29]4[N:30]([C:14]=2[CH2:15]3)[N:31]=[CH:32][C:33]=4[NH:45][C:43](=[O:44])[CH3:42])(=[O:9])=[O:10])=[CH:6][CH:7]=1. (4) Given the reactants [F:1][C:2]([F:12])([F:11])[C:3]([CH3:10])([CH3:9])[C:4](=[O:8])[CH2:5][C:6]#[N:7].S(O)(O)(=O)=O.[NH2:18]O.C(=O)([O-])O.[Na+].Cl, predict the reaction product. The product is: [F:1][C:2]([F:11])([F:12])[C:3]([C:4]1[O:8][N:7]=[C:6]([NH2:18])[CH:5]=1)([CH3:10])[CH3:9]. (5) Given the reactants [NH2:1][C:2]1[CH:13]=[CH:12][C:11]([Cl:14])=[CH:10][C:3]=1[C:4]([N:6]([O:8][CH3:9])[CH3:7])=[O:5].O.C1(C)C=CC(S(O)(=O)=O)=CC=1.[CH3:27][O:28][C:29]1[CH:36]=[CH:35][C:32]([CH2:33]O)=[CH:31][CH:30]=1, predict the reaction product. The product is: [Cl:14][C:11]1[CH:12]=[CH:13][C:2]([NH:1][CH2:33][C:32]2[CH:35]=[CH:36][C:29]([O:28][CH3:27])=[CH:30][CH:31]=2)=[C:3]([CH:10]=1)[C:4]([N:6]([O:8][CH3:9])[CH3:7])=[O:5]. (6) The product is: [CH2:1]([N:8]1[CH2:9][CH2:10][N:11]([C:14]2[CH:21]=[CH:20][C:24]([C:23]([OH:26])=[O:25])=[CH:16][CH:15]=2)[CH2:12][CH2:13]1)[C:2]1[CH:3]=[CH:4][CH:5]=[CH:6][CH:7]=1. Given the reactants [CH2:1]([N:8]1[CH2:13][CH2:12][N:11]([C:14]2[CH:21]=[CH:20]C(C#N)=[CH:16][CH:15]=2)[CH2:10][CH2:9]1)[C:2]1[CH:7]=[CH:6][CH:5]=[CH:4][CH:3]=1.Cl.[C:23]([OH:26])(=[O:25])[CH3:24], predict the reaction product.